Task: Predict the reaction yield, written as a fraction of the theoretical maximum amount of product (1.0 means a 100% yield; for example, 0.34 means a 34% yield).. Dataset: Reaction yield outcomes from USPTO patents with 853,638 reactions (1) The reactants are C(OC([N:8]1[CH2:13][CH2:12][N:11]([C:14]2[CH:23]=[C:22]3[C:17]([CH:18]=[CH:19][N:20]([CH2:25][CH2:26][OH:27])[C:21]3=[O:24])=[CH:16][CH:15]=2)[CH2:10][CH2:9]1)=O)(C)(C)C. The catalyst is C(Cl)Cl.FC(F)(F)C(O)=O. The product is [OH:27][CH2:26][CH2:25][N:20]1[CH:19]=[CH:18][C:17]2[C:22](=[CH:23][C:14]([N:11]3[CH2:12][CH2:13][NH:8][CH2:9][CH2:10]3)=[CH:15][CH:16]=2)[C:21]1=[O:24]. The yield is 0.980. (2) The reactants are [NH2:1][C:2]1[N:6]=[CH:5][N:4]([C:7]2[CH:14]=[CH:13][C:12](/[CH:15]=[CH:16]/[CH:17]([C:22]3[CH:27]=[C:26]([Cl:28])[C:25]([Cl:29])=[C:24]([Cl:30])[CH:23]=3)[C:18]([F:21])([F:20])[F:19])=[CH:11][C:8]=2[C:9]#[N:10])[N:3]=1.[CH:31]1([C:34](Cl)=[O:35])[CH2:33][CH2:32]1. The catalyst is C(Cl)Cl. The product is [C:9]([C:8]1[CH:11]=[C:12](/[CH:15]=[CH:16]/[CH:17]([C:22]2[CH:23]=[C:24]([Cl:30])[C:25]([Cl:29])=[C:26]([Cl:28])[CH:27]=2)[C:18]([F:19])([F:20])[F:21])[CH:13]=[CH:14][C:7]=1[N:4]1[CH:5]=[N:6][C:2]([N:1]([C:34]([CH:31]2[CH2:33][CH2:32]2)=[O:35])[C:34]([CH:31]2[CH2:33][CH2:32]2)=[O:35])=[N:3]1)#[N:10]. The yield is 0.790. (3) The reactants are [S:1]1[CH:5]=[CH:4][N:3]=[C:2]1[CH2:6][N:7]1[C:15]2[C:10](=[CH:11][C:12]([NH:16][C:17]3[C:26]4[C:21](=[CH:22][CH:23]=[CH:24][C:25]=4[O:27][C@@H:28]([CH3:33])[C:29]([O:31]C)=O)[N:20]=[CH:19][N:18]=3)=[CH:13][CH:14]=2)[CH:9]=[N:8]1.[NH:34]1[CH2:38][CH2:37][CH2:36][CH2:35]1. No catalyst specified. The product is [CH3:33][C@H:28]([O:27][C:25]1[CH:24]=[CH:23][CH:22]=[C:21]2[C:26]=1[C:17]([NH:16][C:12]1[CH:11]=[C:10]3[C:15](=[CH:14][CH:13]=1)[N:7]([CH2:6][C:2]1[S:1][CH:5]=[CH:4][N:3]=1)[N:8]=[CH:9]3)=[N:18][CH:19]=[N:20]2)[C:29](=[O:31])[N:34]1[CH2:38][CH2:37][CH2:36][CH2:35]1. The yield is 0.700. (4) The reactants are C(OC([N:8]1[CH2:11][CH2:10][CH:9]1[C:12](=[O:50])[NH:13][C:14]1[CH:19]=[CH:18][C:17]([C:20]2[CH:21]=[C:22]3[C:28]([C:29]4[CH:34]=[CH:33][CH:32]=[CH:31][C:30]=4[O:35][CH3:36])=[N:27][N:26](COCC[Si](C)(C)C)[C:23]3=[N:24][CH:25]=2)=[CH:16][C:15]=1[C:45](=[O:49])[N:46]([CH3:48])[CH3:47])=O)(C)(C)C.C1(S)C=CC=CC=1.Cl. The catalyst is C(O)(=O)C. The product is [CH3:48][N:46]([CH3:47])[C:45]([C:15]1[CH:16]=[C:17]([C:20]2[CH:21]=[C:22]3[C:28]([C:29]4[CH:34]=[CH:33][CH:32]=[CH:31][C:30]=4[O:35][CH3:36])=[N:27][NH:26][C:23]3=[N:24][CH:25]=2)[CH:18]=[CH:19][C:14]=1[NH:13][C:12]([CH:9]1[CH2:10][CH2:11][NH:8]1)=[O:50])=[O:49]. The yield is 0.322. (5) The reactants are Cl[CH2:2][C:3]1[CH:13]=[CH:12][C:6]2[O:7][C:8]([F:11])([F:10])[O:9][C:5]=2[CH:4]=1.[C-:14]#[N:15].[Na+].O.CC(OC)(C)C. The catalyst is CS(C)=O. The product is [F:10][C:8]1([F:11])[O:7][C:6]2[CH:12]=[CH:13][C:3]([CH2:2][C:14]#[N:15])=[CH:4][C:5]=2[O:9]1. The yield is 0.950. (6) The reactants are [Cl:1][C:2]1[C:10]2[N:9](COCC[Si](C)(C)C)[N:8]=[CH:7][C:6]=2[C:5]([NH:19][C:20]2[C:28]3[C:23](=[CH:24][N:25]=[CH:26][CH:27]=3)[O:22][C:21]=2[C:29]2[N:34]=[CH:33][CH:32]=[CH:31][N:30]=2)=[CH:4][C:3]=1[CH3:35]. The catalyst is CO. The product is [Cl:1][C:2]1[C:3]([CH3:35])=[CH:4][C:5]([NH:19][C:20]2[C:28]3[C:23](=[CH:24][N:25]=[CH:26][CH:27]=3)[O:22][C:21]=2[C:29]2[N:30]=[CH:31][CH:32]=[CH:33][N:34]=2)=[C:6]2[C:10]=1[NH:9][N:8]=[CH:7]2. The yield is 0.240. (7) The reactants are C(N(CC)CC)C.ClC(OCC(C)C)=O.[CH3:16][O:17][C:18](=[O:29])[C:19]1[CH:27]=[C:26]([F:28])[CH:25]=[C:21]([C:22](O)=[O:23])[CH:20]=1.[BH4-].[Na+]. The catalyst is ClCCl.O. The product is [CH3:16][O:17][C:18](=[O:29])[C:19]1[CH:20]=[C:21]([CH2:22][OH:23])[CH:25]=[C:26]([F:28])[CH:27]=1. The yield is 0.540.